Dataset: Drug-target binding data from BindingDB using Ki measurements. Task: Regression. Given a target protein amino acid sequence and a drug SMILES string, predict the binding affinity score between them. We predict pKi (pKi = -log10(Ki in M); higher means stronger inhibition). Dataset: bindingdb_ki. (1) The drug is C[C@]12CC[C@@H]3c4cccc(N)c4CC[C@H]3[C@@H]1CCC2=O. The target protein sequence is MNSSKSAYLDYFGRIHGILLYKKFIEYWNDVETFEARPDDLVIVTYPKSGTTWVSEIVYMIYTEGDVEKCKEDTIFNRIPYLECRTENVMNGVKQLKQMASPRIVKSHLPPELLPVSFWEKNCKIIYVCRNAKDVVVSYYYFFLMVTANPDPGSFQDFVEKFMDGEVPYGSWYKHTKSWWEKRTNPQVLFIFYEDMKENIRKEVMRLIEFLGRKASDELVDKIIKHTSFQEMKNNPSTNYTTLPDEVMNQKVSAFMRKGIAGDWKNYFTVALNEKFDIHYEQQMKGSTLKLRTEI. The pKi is 5.0. (2) The small molecule is C=CCNc1nc(N2CCC(NCc3cccc4ccccc34)CC2)c2ncn(CC=C)c2n1. The target protein sequence is VPTTAKLKIDEFESNVNEVKDPYPSADFPGDDEEDEPEIPASPRPRPLAELQLKEKAVPIPEASSFFIFSPTNKIRVLCHRIVNATWFTNFILLFILLSSAALAAEDPIRADSMRNQILEYFDYVFTAVFTVEIVLKMTTYGAFLHKGSFCRNYFNILDLLVVAVSLISMGLESSAISVVKILRVLRVLRPLRAINRAKGLKHVVQCVFVAIRTIGNIVLVTTLLQFMFACIGVQLFKGKFYSCNDLSKMTEEECRGYYYIYKDGDPTQIELRPRQWIHNDFHFDNVLSAMMSLFTVSTFEGWPQLLYKAIDSNEEDTGPVYNNRVEMAIFFIIYIILIAFFMMNIFVGFVIVTFQEQGETEYKNCELDKNQRQCVQYALKARPLRCYIPKNPYQYQVWYVVTSSYFEYLMFALIMLNTICLGMQHYNQSEQMNHISDILNVAFTIIFTLEMILKLIAFKPRGYFGDPWNVFDFLIVIGSIIDVILSEIDTLLASSGGLY.... The pKi is 5.8. (3) The drug is Cc1onc(-c2ccccc2)c1-c1ccc(S(N)(=O)=O)cc1. The target protein (P40881) has sequence MMFNKQIFTILILSLSLALAGSGCISEGAEDNVAQEITVDEFSNIRENPVTPWNPEPSAPVIDPTAYIDPQASVIGEVTIGANVMVSPMASIRSDEGMPIFVGDRSNVQDGVVLHALETINEEGEPIEDNIVEVDGKEYAVYIGNNVSLAHQSQVHGPAAVGDDTFIGMQAFVFKSKVGNNCVLEPRSAAIGVTIPDGRYIPAGMVVTSQAEADKLPEVTDDYAYSHTNEAVVYVNVHLAEGYKETS. The pKi is 6.6.